Dataset: Peptide-MHC class I binding affinity with 185,985 pairs from IEDB/IMGT. Task: Regression. Given a peptide amino acid sequence and an MHC pseudo amino acid sequence, predict their binding affinity value. This is MHC class I binding data. (1) The peptide sequence is APRELLQYI. The MHC is HLA-B07:02 with pseudo-sequence HLA-B07:02. The binding affinity (normalized) is 0.689. (2) The peptide sequence is ASSMVNGVVK. The MHC is HLA-B58:01 with pseudo-sequence HLA-B58:01. The binding affinity (normalized) is 0.267. (3) The peptide sequence is KLIQIEKVL. The MHC is HLA-A02:11 with pseudo-sequence HLA-A02:11. The binding affinity (normalized) is 0.652.